Dataset: Orexin1 receptor HTS with 218,158 compounds and 233 confirmed actives. Task: Binary Classification. Given a drug SMILES string, predict its activity (active/inactive) in a high-throughput screening assay against a specified biological target. (1) The compound is O=C(N\N=C\c1ncccc1)c1c2c(nc(c1)C)cccc2. The result is 0 (inactive). (2) The drug is O=C(N1CCC(NC(=O)c2ccc(cc2)C)CC1)Nc1ccccc1. The result is 0 (inactive). (3) The molecule is O(c1ccc(cc1)C)CC(=O)NNC(=O)c1cc([N+]([O-])=O)c(n2ncnc2)cc1. The result is 0 (inactive). (4) The compound is S(c1c(cccc1)C(OC)=O)c1snnc1C. The result is 0 (inactive). (5) The compound is Clc1ccc(CNC(=O)CN(CC)C(=O)CSCC(=O)Nc2cc(ccc2)C)cc1. The result is 0 (inactive).